From a dataset of Peptide-MHC class II binding affinity with 134,281 pairs from IEDB. Regression. Given a peptide amino acid sequence and an MHC pseudo amino acid sequence, predict their binding affinity value. This is MHC class II binding data. (1) The peptide sequence is EGKIVGLYGNGVVTT. The MHC is DRB1_1501 with pseudo-sequence DRB1_1501. The binding affinity (normalized) is 0.971. (2) The peptide sequence is AAATAGTTYYGAFAA. The MHC is HLA-DPA10103-DPB10601 with pseudo-sequence HLA-DPA10103-DPB10601. The binding affinity (normalized) is 0.131. (3) The peptide sequence is IQYVNYWFAPGAGAA. The MHC is HLA-DPA10201-DPB11401 with pseudo-sequence HLA-DPA10201-DPB11401. The binding affinity (normalized) is 0. (4) The peptide sequence is GPKDNGGACGYKDVD. The MHC is DRB3_0101 with pseudo-sequence DRB3_0101. The binding affinity (normalized) is 0.589. (5) The MHC is DRB1_0101 with pseudo-sequence DRB1_0101. The binding affinity (normalized) is 0.664. The peptide sequence is WKGIYTYRIIKSSFPVPTIKS. (6) The peptide sequence is MMGKREKKLSEFGKA. The MHC is DRB1_1301 with pseudo-sequence DRB1_1301. The binding affinity (normalized) is 0.756.